Dataset: CYP2C19 inhibition data for predicting drug metabolism from PubChem BioAssay. Task: Regression/Classification. Given a drug SMILES string, predict its absorption, distribution, metabolism, or excretion properties. Task type varies by dataset: regression for continuous measurements (e.g., permeability, clearance, half-life) or binary classification for categorical outcomes (e.g., BBB penetration, CYP inhibition). Dataset: cyp2c19_veith. (1) The result is 0 (non-inhibitor). The drug is CCc1ccc(CCN2CCCCC2)nc1. (2) The compound is O=C(c1ccncc1)N1CCC2(CC1)CN(C(c1ccccc1)c1ccccc1)C2. The result is 0 (non-inhibitor). (3) The drug is CCOc1ccccc1N1CN(CC)CNC1=S. The result is 0 (non-inhibitor). (4) The drug is COc1cc(CC(=O)O)ccc1O. The result is 0 (non-inhibitor).